The task is: Predict the reaction yield, written as a fraction of the theoretical maximum amount of product (1.0 means a 100% yield; for example, 0.34 means a 34% yield).. This data is from Reaction yield outcomes from USPTO patents with 853,638 reactions. The reactants are N[C:2]1[C:7]([NH2:8])=[C:6]([OH:9])[N:5]=[CH:4][N:3]=1.[C:10](=O)([O-])O.[Na+].[CH2:15]([O:19][C:20]1[CH:28]=[CH:27][C:23]([C:24](Cl)=[O:25])=[CH:22][C:21]=1[N+:29]([O-:31])=[O:30])[CH:16]([CH3:18])[CH3:17].CC(OCC1C2C(=CC=CC=2)C(COC(C)=O)=C2C=1C=CC=C2)=O.Cl. The product is [NH2:3][C:2]1[C:7]([NH:8][C:24](=[O:25])[C:23]2[CH:27]=[CH:28][C:20]([O:19][CH2:15][CH:16]([CH3:18])[CH3:17])=[C:21]([N+:29]([O-:31])=[O:30])[CH:22]=2)=[C:6]([OH:9])[N:5]=[CH:4][CH:10]=1. The catalyst is O.C(OCC)(=O)C. The yield is 0.690.